Dataset: HIV replication inhibition screening data with 41,000+ compounds from the AIDS Antiviral Screen. Task: Binary Classification. Given a drug SMILES string, predict its activity (active/inactive) in a high-throughput screening assay against a specified biological target. (1) The drug is Cc1c(O)c2ccccc2c2c1sc(NCCO)[n+]2C. The result is 0 (inactive). (2) The compound is COc1ccc(CC(COS(=O)(=O)c2ccc(C)cc2)NS(=O)(=O)c2ccc(C)cc2)cc1. The result is 0 (inactive). (3) The molecule is CCOC(=O)C(CO)NC(=O)C1(NC(C)=O)CCCC1. The result is 0 (inactive). (4) The compound is COC(=O)c1ccccc1C1CN=NC12Cc1c(C)ccc(C)c1C2=O. The result is 0 (inactive). (5) The compound is CN(C)C1C(O)=C(C(=O)NCNC(CO)(CO)CO)C(=O)C2(O)C(O)=C3C(=O)c4c(O)cccc4C(C)(O)C3CC12.CS(=O)(=O)O. The result is 0 (inactive). (6) The drug is CN(CN(C)N=Cc1ccc(Cl)cc1)N=Cc1ccc(Cl)cc1. The result is 0 (inactive). (7) The result is 0 (inactive). The compound is O=C1CC(c2c(-c3ccccc3)[nH]c3ccccc23)C(=O)N1c1ccccc1. (8) The compound is COc1ccccc1NC(=O)CC(=O)n1nc(-c2ccccc2)c(N=Nc2ccccc2[N+](=O)[O-])c1-c1ccccc1. The result is 0 (inactive). (9) The result is 0 (inactive). The compound is CC1(Br)C(=O)NC(=O)N(C2C=CC(CO)O2)C1O.